Dataset: Forward reaction prediction with 1.9M reactions from USPTO patents (1976-2016). Task: Predict the product of the given reaction. (1) The product is: [Br:1][C:2]1[CH:9]=[CH:8][C:5]([CH2:6][NH:11][CH3:10])=[CH:4][CH:3]=1. Given the reactants [Br:1][C:2]1[CH:9]=[CH:8][C:5]([CH:6]=O)=[CH:4][CH:3]=1.[CH3:10][NH2:11].CO.[BH4-].[Na+], predict the reaction product. (2) Given the reactants Br[C:2]1[CH:7]=[CH:6][C:5]([O:8][CH3:9])=[CH:4][C:3]=1[CH3:10].[Mg].II.CN([CH:17]=[O:18])C, predict the reaction product. The product is: [CH3:9][O:8][C:5]1[CH:6]=[CH:7][C:2]([CH:17]=[O:18])=[C:3]([CH3:10])[CH:4]=1. (3) Given the reactants [Cl:1][C:2]1[CH:7]=[CH:6][C:5]([NH:8][C:9]([NH:11][C:12]([C:15]2[CH:20]=[CH:19][CH:18]=[C:17](/[C:21](=[N:23]/[OH:24])/[CH3:22])[CH:16]=2)([CH3:14])[CH3:13])=[O:10])=[CH:4][C:3]=1[N+:25]([O-:27])=[O:26].[H-].[Na+].Cl.Cl[CH2:32][CH2:33][NH2:34], predict the reaction product. The product is: [NH2:34][CH2:33][CH2:32][O:24]/[N:23]=[C:21](/[C:17]1[CH:16]=[C:15]([C:12]([NH:11][C:9]([NH:8][C:5]2[CH:6]=[CH:7][C:2]([Cl:1])=[C:3]([N+:25]([O-:27])=[O:26])[CH:4]=2)=[O:10])([CH3:14])[CH3:13])[CH:20]=[CH:19][CH:18]=1)\[CH3:22]. (4) Given the reactants [OH-].[Na+].[CH2:3]([N:10]1[CH2:15][CH2:14][CH:13]([CH3:16])[CH:12]([N:17]([CH3:37])[C:18]2[C:19]3[CH:26]=[CH:25][N:24](S(C4C=CC(C)=CC=4)(=O)=O)[C:20]=3[N:21]=[CH:22][N:23]=2)[CH2:11]1)[C:4]1[CH:9]=[CH:8][CH:7]=[CH:6][CH:5]=1, predict the reaction product. The product is: [CH2:3]([N:10]1[CH2:15][CH2:14][C@@H:13]([CH3:16])[C@@H:12]([N:17]([CH3:37])[C:18]2[C:19]3[CH:26]=[CH:25][NH:24][C:20]=3[N:21]=[CH:22][N:23]=2)[CH2:11]1)[C:4]1[CH:5]=[CH:6][CH:7]=[CH:8][CH:9]=1. (5) Given the reactants [OH:1][CH:2]1[CH:8]([NH:9][C:10](=[O:17])[C:11]2[CH:16]=[CH:15][CH:14]=[CH:13][N:12]=2)[CH2:7][CH2:6][CH2:5][N:4]([C:18]([O:20][CH2:21][C:22]2[CH:27]=[CH:26][CH:25]=[CH:24][CH:23]=2)=[O:19])[CH2:3]1.CC(OI1(OC(C)=O)(OC(C)=O)OC(=O)C2C=CC=CC1=2)=O, predict the reaction product. The product is: [O:1]=[C:2]1[CH:8]([NH:9][C:10](=[O:17])[C:11]2[CH:16]=[CH:15][CH:14]=[CH:13][N:12]=2)[CH2:7][CH2:6][CH2:5][N:4]([C:18]([O:20][CH2:21][C:22]2[CH:27]=[CH:26][CH:25]=[CH:24][CH:23]=2)=[O:19])[CH2:3]1. (6) Given the reactants CN(C)[CH:3]=[C:4]1[C:9](=O)[CH:8]([C:11]2[CH:16]=[CH:15][C:14]([Cl:17])=[C:13]([Cl:18])[CH:12]=2)[CH2:7][CH2:6][CH2:5]1.[N+]([O-])(O)=O.[N+]([O-])(O)=O.[CH3:28][O:29][C:30]1[CH:31]=[C:32]([NH:42][C:43]([NH2:45])=[NH:44])[CH:33]=[CH:34][C:35]=1[N:36]1[CH:40]=[C:39]([CH3:41])[N:38]=[CH:37]1, predict the reaction product. The product is: [Cl:18][C:13]1[CH:12]=[C:11]([CH:8]2[C:9]3[N:45]=[C:43]([NH:42][C:32]4[CH:33]=[CH:34][C:35]([N:36]5[CH:40]=[C:39]([CH3:41])[N:38]=[CH:37]5)=[C:30]([O:29][CH3:28])[CH:31]=4)[N:44]=[CH:3][C:4]=3[CH2:5][CH2:6][CH2:7]2)[CH:16]=[CH:15][C:14]=1[Cl:17]. (7) The product is: [ClH:1].[Cl:1][C:2]1[CH:7]=[CH:6][N:5]2[C:8]([C:59]3[S:58][C:57]([NH:56][C:53]([NH:13][CH2:15][CH3:16])=[O:55])=[N:61][CH:60]=3)=[CH:9][N:10]=[C:4]2[CH:3]=1. Given the reactants [Cl:1][C:2]1[CH:7]=[CH:6][N:5]2[C:8](I)=[CH:9][N:10]=[C:4]2[CH:3]=1.C[N:13]([C:15]1C(C2C(P(C3CCCCC3)C3CCCCC3)=CC=CC=2)=CC=C[CH:16]=1)C.C(=O)([O-])[O-].[Cs+].[Cs+].C(O)(=O)C(C)(C)C.[C:53]([NH:56][C:57]1[S:58][CH:59]=[CH:60][N:61]=1)(=[O:55])C, predict the reaction product.